From a dataset of Full USPTO retrosynthesis dataset with 1.9M reactions from patents (1976-2016). Predict the reactants needed to synthesize the given product. Given the product [CH:1]1([N:6]2[CH2:12][C:11]([F:14])([F:13])[C:10](=[O:15])[N:9]([CH3:16])[C:8]3[CH:17]=[N:18][C:19]([NH:21][C:22]4[CH:30]=[CH:29][C:25]([C:26]([NH:74][CH2:73][CH2:72][C:67]5[CH:68]=[CH:69][CH:70]=[CH:71][N:66]=5)=[O:27])=[CH:24][C:23]=4[O:31][CH3:32])=[N:20][C:7]2=3)[CH2:5][CH2:4][CH2:3][CH2:2]1, predict the reactants needed to synthesize it. The reactants are: [CH:1]1([N:6]2[CH2:12][C:11]([F:14])([F:13])[C:10](=[O:15])[N:9]([CH3:16])[C:8]3[CH:17]=[N:18][C:19]([NH:21][C:22]4[CH:30]=[CH:29][C:25]([C:26](O)=[O:27])=[CH:24][C:23]=4[O:31][CH3:32])=[N:20][C:7]2=3)[CH2:5][CH2:4][CH2:3][CH2:2]1.F[P-](F)(F)(F)(F)F.CN(C(N(C)C)=[N+]1C2C(=NC=CC=2)[N+]([O-])=N1)C.C(N(C(C)C)C(C)C)C.[N:66]1[CH:71]=[CH:70][CH:69]=[CH:68][C:67]=1[CH2:72][CH2:73][NH2:74].